From a dataset of Full USPTO retrosynthesis dataset with 1.9M reactions from patents (1976-2016). Predict the reactants needed to synthesize the given product. (1) Given the product [F:33][C:34]1[CH:39]=[CH:38][C:37]([CH2:40][CH2:41][N:21]2[CH2:22][CH2:23][CH:18]([C:11]3[N:12]4[CH:17]=[CH:16][CH:15]=[CH:14][C:13]4=[C:9]([C:5]4[CH:6]=[CH:7][CH:8]=[C:3]([O:2][CH3:1])[CH:4]=4)[N:10]=3)[CH2:19][CH2:20]2)=[CH:36][CH:35]=1, predict the reactants needed to synthesize it. The reactants are: [CH3:1][O:2][C:3]1[CH:4]=[C:5]([C:9]2[N:10]=[C:11]([CH:18]3[CH2:23][CH2:22][NH:21][CH2:20][CH2:19]3)[N:12]3[CH:17]=[CH:16][CH:15]=[CH:14][C:13]=23)[CH:6]=[CH:7][CH:8]=1.CCN(C(C)C)C(C)C.[F:33][C:34]1[CH:39]=[CH:38][C:37]([CH2:40][CH2:41]OS(C)(=O)=O)=[CH:36][CH:35]=1. (2) Given the product [CH2:17]([O:16][N:7]([CH2:8][C:9]1[CH:10]=[CH:11][C:12]([F:15])=[CH:13][CH:14]=1)[C:6]([C:5]1[CH2:30][N:31]([CH3:32])[C:3](=[O:21])[C:4]=1[OH:20])=[O:19])[CH3:18], predict the reactants needed to synthesize it. The reactants are: CO[C:3](=[O:21])[C:4]([OH:20])=[CH:5][C:6](=[O:19])[N:7]([O:16][CH2:17][CH3:18])[CH2:8][C:9]1[CH:14]=[CH:13][C:12]([F:15])=[CH:11][CH:10]=1.C=O.CN.ClC1C=C(C=CC=1Cl)[CH2:30][N:31](C)[C:32](C1CN(C)C(=O)C=1O)=O. (3) The reactants are: C([O:3][C:4]([C:6]1[NH:7][C:8]2[C:13]([C:14]=1[O:15][CH3:16])=[CH:12][C:11]([Cl:17])=[CH:10][CH:9]=2)=[O:5])C.Br[CH2:19][C:20]1[C:29]2[C:24](=[CH:25][CH:26]=[CH:27][CH:28]=2)[CH:23]=[CH:22][CH:21]=1. Given the product [Cl:17][C:11]1[CH:12]=[C:13]2[C:8](=[CH:9][CH:10]=1)[N:7]([CH2:19][C:20]1[C:29]3[C:24](=[CH:25][CH:26]=[CH:27][CH:28]=3)[CH:23]=[CH:22][CH:21]=1)[C:6]([C:4]([OH:3])=[O:5])=[C:14]2[O:15][CH3:16], predict the reactants needed to synthesize it. (4) Given the product [CH:22]1([C@H:25]([CH:26]2[C:31](=[O:32])[O:30][C:29]([CH3:33])([CH3:34])[O:28][C:27]2=[O:35])[C:21]#[C:20][C:14]2[CH:19]=[CH:18][CH:17]=[CH:16][CH:15]=2)[CH2:23][CH2:24]1, predict the reactants needed to synthesize it. The reactants are: O=C1O[C@H]([C@H](CO)O)C([O-])=C1O.[Na+].[C:14]1([C:20]#[CH:21])[CH:19]=[CH:18][CH:17]=[CH:16][CH:15]=1.[CH:22]1([CH:25]=[C:26]2[C:31](=[O:32])[O:30][C:29]([CH3:34])([CH3:33])[O:28][C:27]2=[O:35])[CH2:24][CH2:23]1. (5) Given the product [CH3:14][O:15][C:16]1[CH:17]=[CH:18][C:19]([C:22]2[CH:23]=[CH:24][C:25]([S:28]([NH:31][CH:32]([CH2:37][CH:38]([OH:40])[CH2:39][S:1][C:2]3[CH:11]=[C:10]4[C:5]([C:6]([CH3:13])=[CH:7][C:8](=[O:12])[O:9]4)=[CH:4][CH:3]=3)[C:33]([OH:35])=[O:34])(=[O:29])=[O:30])=[CH:26][CH:27]=2)=[CH:20][CH:21]=1, predict the reactants needed to synthesize it. The reactants are: [SH:1][C:2]1[CH:11]=[C:10]2[C:5]([C:6]([CH3:13])=[CH:7][C:8](=[O:12])[O:9]2)=[CH:4][CH:3]=1.[CH3:14][O:15][C:16]1[CH:21]=[CH:20][C:19]([C:22]2[CH:27]=[CH:26][C:25]([S:28]([NH:31][CH:32]([CH2:37][CH:38]3[O:40][CH2:39]3)[C:33]([O:35]C)=[O:34])(=[O:30])=[O:29])=[CH:24][CH:23]=2)=[CH:18][CH:17]=1. (6) Given the product [Br:1][C:2]1[C:11]2[O:10][CH:9]([CH:12]([CH3:14])[CH3:13])[C:8](=[O:15])[NH:7][C:6]=2[CH:5]=[C:4]([CH2:16][O:17][CH3:21])[CH:3]=1, predict the reactants needed to synthesize it. The reactants are: [Br:1][C:2]1[C:11]2[O:10][CH:9]([CH:12]([CH3:14])[CH3:13])[C:8](=[O:15])[NH:7][C:6]=2[CH:5]=[C:4]([CH2:16][OH:17])[CH:3]=1.CO.O.[C:21]1(C)C=CC(S(O)(=O)=O)=CC=1. (7) Given the product [CH3:19][O:18][C:16](=[O:17])[CH2:15][CH:14]([NH:20][C:21]([C@@H:23]1[CH2:28][CH2:27][CH2:26][N:25]([C:29](=[O:45])[CH2:30][CH2:31][CH:32]2[CH2:33][CH2:34][N:35]([C:38]([O:40][C:41]([CH3:42])([CH3:44])[CH3:43])=[O:39])[CH2:36][CH2:37]2)[CH2:24]1)=[O:22])[C:10]1[CH:11]=[N:12][CH:13]=[C:8]([C:5]2[CH:4]=[CH:3][C:2]([O:1][CH2:63][CH2:62][O:61][S:58]([C:55]3[CH:56]=[CH:57][C:52]([CH3:75])=[CH:53][CH:54]=3)(=[O:60])=[O:59])=[CH:7][CH:6]=2)[CH:9]=1, predict the reactants needed to synthesize it. The reactants are: [OH:1][C:2]1[CH:7]=[CH:6][C:5]([C:8]2[CH:9]=[C:10]([CH:14]([NH:20][C:21]([C@@H:23]3[CH2:28][CH2:27][CH2:26][N:25]([C:29](=[O:45])[CH2:30][CH2:31][CH:32]4[CH2:37][CH2:36][N:35]([C:38]([O:40][C:41]([CH3:44])([CH3:43])[CH3:42])=[O:39])[CH2:34][CH2:33]4)[CH2:24]3)=[O:22])[CH2:15][C:16]([O:18][CH3:19])=[O:17])[CH:11]=[N:12][CH:13]=2)=[CH:4][CH:3]=1.C(=O)([O-])[O-].[Cs+].[Cs+].[C:52]1([CH3:75])[CH:57]=[CH:56][C:55]([S:58]([O:61][CH2:62][CH2:63]OS(C2C=CC(C)=CC=2)(=O)=O)(=[O:60])=[O:59])=[CH:54][CH:53]=1. (8) Given the product [CH3:13][O:12][CH2:11][C:10]([NH:9][CH2:8][C:5]1[N:6]=[CH:7][C:2]([B:18]([OH:19])[OH:17])=[CH:3][CH:4]=1)=[O:14], predict the reactants needed to synthesize it. The reactants are: Br[C:2]1[CH:3]=[CH:4][C:5]([CH2:8][NH:9][C:10](=[O:14])[CH2:11][O:12][CH3:13])=[N:6][CH:7]=1.CC1(C)C(C)(C)[O:19][B:18](B2OC(C)(C)C(C)(C)O2)[O:17]1.C([O-])(=O)C.[K+].B(O)O.